This data is from Forward reaction prediction with 1.9M reactions from USPTO patents (1976-2016). The task is: Predict the product of the given reaction. (1) Given the reactants CN(C(ON1N=NC2C=CC=NC1=2)=[N+](C)C)C.F[P-](F)(F)(F)(F)F.[NH2:25][C:26]1[C:27]([C:36]([OH:38])=O)=[CH:28][C:29]2[C:34]([CH:35]=1)=[CH:33][CH:32]=[CH:31][CH:30]=2.Cl.[NH2:40][C@@H:41]([CH:47]([CH3:49])[CH3:48])[CH2:42][C:43]([O:45][CH3:46])=[O:44].C(N(CC)C(C)C)(C)C.C([O-])(O)=O.[Na+], predict the reaction product. The product is: [NH2:25][C:26]1[C:27]([C:36]([NH:40][C@@H:41]([CH:47]([CH3:49])[CH3:48])[CH2:42][C:43]([O:45][CH3:46])=[O:44])=[O:38])=[CH:28][C:29]2[C:34]([CH:35]=1)=[CH:33][CH:32]=[CH:31][CH:30]=2. (2) Given the reactants O=[C:2]1[CH2:7][CH2:6][N:5]([C:8]2[CH:21]=[CH:20][C:11]([CH:12]=[C:13]3[S:17][C:16](=[O:18])[NH:15][C:14]3=[O:19])=[CH:10][CH:9]=2)[CH2:4][CH2:3]1.[NH2:22][CH2:23][C@H:24]([OH:34])[CH2:25][O:26][C:27]1[CH:32]=[CH:31][C:30]([OH:33])=[CH:29][CH:28]=1, predict the reaction product. The product is: [OH:34][C@H:24]([CH2:25][O:26][C:27]1[CH:32]=[CH:31][C:30]([OH:33])=[CH:29][CH:28]=1)[CH2:23][NH:22][CH:2]1[CH2:7][CH2:6][N:5]([C:8]2[CH:21]=[CH:20][C:11]([CH:12]=[C:13]3[S:17][C:16](=[O:18])[NH:15][C:14]3=[O:19])=[CH:10][CH:9]=2)[CH2:4][CH2:3]1. (3) The product is: [Cl:1][C@H:2]([CH2:6][CH:7]1[CH2:11][CH2:10][CH2:9][CH2:8]1)[C:3]([OH:5])=[O:4]. Given the reactants [Cl:1][CH:2]([CH2:6][CH:7]1[CH2:11][CH2:10][CH2:9][CH2:8]1)[C:3]([OH:5])=[O:4].CCOC(C)=O.[Na+].[Cl-], predict the reaction product. (4) Given the reactants [Cl:1][C:2]1[CH:7]=[CH:6][C:5]([NH:8][CH:9]2[CH2:14][CH2:13][N:12]([C@H:15]([CH3:29])[CH2:16][CH2:17][NH:18][C:19]([C:21]3[C:22]([CH3:28])=[N:23][CH:24]=[N:25][C:26]=3[CH3:27])=[O:20])[CH2:11][CH2:10]2)=[CH:4][CH:3]=1.Br[CH2:31][C:32]1[CH:36]=[CH:35][S:34][CH:33]=1, predict the reaction product. The product is: [Cl:1][C:2]1[CH:7]=[CH:6][C:5]([N:8]([CH2:31][C:32]2[CH:36]=[CH:35][S:34][CH:33]=2)[CH:9]2[CH2:10][CH2:11][N:12]([C@H:15]([CH3:29])[CH2:16][CH2:17][NH:18][C:19]([C:21]3[C:26]([CH3:27])=[N:25][CH:24]=[N:23][C:22]=3[CH3:28])=[O:20])[CH2:13][CH2:14]2)=[CH:4][CH:3]=1. (5) Given the reactants Br[C:2]1[CH:7]=[CH:6][C:5]([C:8]2[CH:13]=[CH:12][CH:11]=[CH:10][CH:9]=2)=[C:4]([CH2:14][NH:15][CH2:16][C@@H:17]([OH:32])[C@@H:18]([NH:28][C:29](=[O:31])[CH3:30])[CH2:19][C:20]2[CH:25]=[C:24]([F:26])[CH:23]=[C:22]([F:27])[CH:21]=2)[CH:3]=1.C([Sn](CCCC)(CCCC)[C:38]([O:40]CC)=[CH2:39])CCC.[ClH:51], predict the reaction product. The product is: [ClH:51].[C:38]([C:2]1[CH:7]=[CH:6][C:5]([C:8]2[CH:13]=[CH:12][CH:11]=[CH:10][CH:9]=2)=[C:4]([CH2:14][NH:15][CH2:16][C@@H:17]([OH:32])[C@@H:18]([NH:28][C:29](=[O:31])[CH3:30])[CH2:19][C:20]2[CH:25]=[C:24]([F:26])[CH:23]=[C:22]([F:27])[CH:21]=2)[CH:3]=1)(=[O:40])[CH3:39]. (6) Given the reactants Cl.C(O)C.[Cl:5][C:6]1[CH:11]=[CH:10][C:9]([C:12]2[S:38][C:15]3[C:16](=[O:37])[N:17]([C:20]4[CH:21]=[N:22][C:23]([N:26]5[CH2:30][CH2:29][C@@H:28]([N:31]([CH2:33][CH:34]([F:36])[F:35])[CH3:32])[CH2:27]5)=[CH:24][CH:25]=4)[CH:18]=[CH:19][C:14]=3[CH:13]=2)=[CH:8][CH:7]=1, predict the reaction product. The product is: [ClH:5].[Cl:5][C:6]1[CH:11]=[CH:10][C:9]([C:12]2[S:38][C:15]3[C:16](=[O:37])[N:17]([C:20]4[CH:21]=[N:22][C:23]([N:26]5[CH2:30][CH2:29][C@@H:28]([N:31]([CH2:33][CH:34]([F:36])[F:35])[CH3:32])[CH2:27]5)=[CH:24][CH:25]=4)[CH:18]=[CH:19][C:14]=3[CH:13]=2)=[CH:8][CH:7]=1.